This data is from Peptide-MHC class II binding affinity with 134,281 pairs from IEDB. The task is: Regression. Given a peptide amino acid sequence and an MHC pseudo amino acid sequence, predict their binding affinity value. This is MHC class II binding data. The peptide sequence is TPQVTKNAGVLT. The MHC is DRB3_0301 with pseudo-sequence DRB3_0301. The binding affinity (normalized) is 0.